This data is from Full USPTO retrosynthesis dataset with 1.9M reactions from patents (1976-2016). The task is: Predict the reactants needed to synthesize the given product. (1) Given the product [OH:15][CH:16]([CH2:20][CH2:21][CH2:22][CH2:23][CH2:24][CH2:25][C:26]1[CH:27]=[CH:28][CH:29]=[CH:30][CH:31]=1)[C:17]([NH:1][CH2:2][C:3]1[S:7][C:6]([C:8]2[CH:13]=[CH:12][C:11]([OH:14])=[CH:10][CH:9]=2)=[N:5][N:4]=1)=[O:18], predict the reactants needed to synthesize it. The reactants are: [NH2:1][CH2:2][C:3]1[S:7][C:6]([C:8]2[CH:13]=[CH:12][C:11]([OH:14])=[CH:10][CH:9]=2)=[N:5][N:4]=1.[OH:15][CH:16]([CH2:20][CH2:21][CH2:22][CH2:23][CH2:24][CH2:25][C:26]1[CH:31]=[CH:30][CH:29]=[CH:28][CH:27]=1)[C:17](O)=[O:18].C1C=CC2N(O)N=NC=2C=1.Cl.CN(C)CCCN=C=NCC.CCN(C(C)C)C(C)C. (2) Given the product [NH2:50][C:51]1[N:56]=[CH:55][N:54]=[C:53]2[N:57]([C@H:77]3[CH2:78][CH2:79][C@H:80]([N:83]4[CH2:84][CH2:85][N:86]([CH3:89])[CH2:87][CH2:88]4)[CH2:81][CH2:82]3)[N:58]=[C:59]([C:60]3[CH:61]=[CH:62][C:63]([NH:66][C:67]4[O:68][C:69]5[CH:75]=[CH:74][CH:73]=[CH:72][C:70]=5[N:71]=4)=[CH:64][CH:65]=3)[C:52]=12, predict the reactants needed to synthesize it. The reactants are: IC1C2C(=NC=NC=2N)N([C@H]2CC[C@H](N3CCN(C)CC3)CC2)N=1.CC1(C)C(C)(C)OB(C2C=CC(NC3OC4C=CC=CC=4N=3)=CC=2)O1.[NH2:50][C:51]1[N:56]=[CH:55][N:54]=[C:53]2[N:57]([C@H:77]3[CH2:82][CH2:81][C@@H:80]([N:83]4[CH2:88][CH2:87][N:86]([CH3:89])[CH2:85][CH2:84]4)[CH2:79][CH2:78]3)[N:58]=[C:59]([C:60]3[CH:65]=[CH:64][C:63]([NH:66][C:67]4[O:68][C:69]5[CH:75]=[CH:74][CH:73]=[CH:72][C:70]=5[N:71]=4)=[C:62](F)[CH:61]=3)[C:52]=12. (3) Given the product [Br:31][CH2:32][CH2:33][CH2:34][CH:8]1[CH2:7][C:6]2[CH:20]=[C:2]([Cl:1])[CH:3]=[CH:4][C:5]=2[N:10]([C:11]2[CH:16]=[CH:15][CH:14]=[CH:13][C:12]=2[F:17])[S:9]1(=[O:18])=[O:19], predict the reactants needed to synthesize it. The reactants are: [Cl:1][C:2]1[CH:3]=[CH:4][C:5]2[N:10]([C:11]3[CH:16]=[CH:15][CH:14]=[CH:13][C:12]=3[F:17])[S:9](=[O:19])(=[O:18])[CH2:8][CH2:7][C:6]=2[CH:20]=1.C[Si]([N-][Si](C)(C)C)(C)C.[Li+].[Br:31][CH2:32][CH2:33][CH2:34]Br. (4) The reactants are: Cl[C:2]1[CH:3]=[CH:4][C:5]2[N:6]=[CH:7][N:8]=[C:9]([O:12][CH:13]3[CH2:18][CH2:17][N:16]([CH3:19])[CH2:15][CH2:14]3)[C:10]=2[N:11]=1.CC1(C)C(C)(C)OB([C:28]2[CH:29]=[C:30]([NH:34][S:35]([C:38]3[CH:43]=[CH:42][CH:41]=[CH:40][CH:39]=3)(=[O:37])=[O:36])[CH:31]=[N:32][CH:33]=2)O1.C(=O)(O)[O-].[Na+]. Given the product [CH3:19][N:16]1[CH2:17][CH2:18][CH:13]([O:12][C:9]2[C:10]3[N:11]=[C:2]([C:28]4[CH:29]=[C:30]([NH:34][S:35]([C:38]5[CH:39]=[CH:40][CH:41]=[CH:42][CH:43]=5)(=[O:36])=[O:37])[CH:31]=[N:32][CH:33]=4)[CH:3]=[CH:4][C:5]=3[N:6]=[CH:7][N:8]=2)[CH2:14][CH2:15]1, predict the reactants needed to synthesize it. (5) Given the product [Br:1][C:2]1[CH:10]=[C:9]2[C:5]([C:6]([N:11]([CH3:19])[C:12](=[O:18])[O:13][C:14]([CH3:15])([CH3:16])[CH3:17])=[CH:7][N:8]2[S:28]([C:24]2[CH:23]=[N:22][CH:27]=[CH:26][CH:25]=2)(=[O:30])=[O:29])=[CH:4][CH:3]=1, predict the reactants needed to synthesize it. The reactants are: [Br:1][C:2]1[CH:10]=[C:9]2[C:5]([C:6]([N:11]([CH3:19])[C:12](=[O:18])[O:13][C:14]([CH3:17])([CH3:16])[CH3:15])=[CH:7][NH:8]2)=[CH:4][CH:3]=1.[H-].[Na+].[N:22]1[CH:27]=[CH:26][CH:25]=[C:24]([S:28](Cl)(=[O:30])=[O:29])[CH:23]=1.O. (6) The reactants are: [CH:1]1[C:10]2[C:5](=[CH:6][CH:7]=[CH:8][CH:9]=2)[CH:4]=[C:3]([C:11]([OH:13])=O)[N:2]=1.Cl.[NH2:15][C@@H:16]([C:18]1[C:23]([F:24])=[CH:22][C:21]([NH:25][S:26]([CH3:29])(=[O:28])=[O:27])=[C:20]([CH3:30])[CH:19]=1)[CH3:17].F[P-](F)(F)(F)(F)F.C[N+](C)=C(N(C)C)ON1C2N=CC=CC=2N=N1.C(N(CC)C(C)C)(C)C. Given the product [F:24][C:23]1[CH:22]=[C:21]([NH:25][S:26]([CH3:29])(=[O:28])=[O:27])[C:20]([CH3:30])=[CH:19][C:18]=1[C@H:16]([NH:15][C:11]([C:3]1[N:2]=[CH:1][C:10]2[C:5]([CH:4]=1)=[CH:6][CH:7]=[CH:8][CH:9]=2)=[O:13])[CH3:17], predict the reactants needed to synthesize it.